Dataset: Catalyst prediction with 721,799 reactions and 888 catalyst types from USPTO. Task: Predict which catalyst facilitates the given reaction. (1) The catalyst class is: 3. Reactant: Br[CH2:2][C:3]1[S:11][C:10]2[C:9]([N:12]3[CH2:17][CH2:16][O:15][CH2:14][CH2:13]3)=[N:8][C:7]([Cl:18])=[N:6][C:5]=2[CH:4]=1.[CH3:19][N:20]([CH3:32])[C:21](=[O:31])[C:22]([N:25]1[CH2:30][CH2:29][NH:28][CH2:27][CH2:26]1)([CH3:24])[CH3:23].C(=O)([O-])[O-].[Cs+].[Cs+].O. Product: [Cl:18][C:7]1[N:8]=[C:9]([N:12]2[CH2:17][CH2:16][O:15][CH2:14][CH2:13]2)[C:10]2[S:11][C:3]([CH2:2][N:28]3[CH2:27][CH2:26][N:25]([C:22]([CH3:24])([CH3:23])[C:21]([N:20]([CH3:32])[CH3:19])=[O:31])[CH2:30][CH2:29]3)=[CH:4][C:5]=2[N:6]=1. (2) Product: [CH:1]1([N:7]([CH2:21][C:22]([N:29]([O:30][CH3:31])[CH3:28])=[O:23])[CH:8]2[CH2:13][CH2:12][N:11]([C:14]([O:16][C:17]([CH3:20])([CH3:19])[CH3:18])=[O:15])[CH2:10][CH2:9]2)[CH2:6][CH2:5][CH2:4][CH2:3][CH2:2]1. Reactant: [CH:1]1([N:7]([CH2:21][C:22](OCC)=[O:23])[CH:8]2[CH2:13][CH2:12][N:11]([C:14]([O:16][C:17]([CH3:20])([CH3:19])[CH3:18])=[O:15])[CH2:10][CH2:9]2)[CH2:6][CH2:5][CH2:4][CH2:3][CH2:2]1.Cl.[CH3:28][NH:29][O:30][CH3:31].C([Mg]Cl)(C)C.C([Mg])(C)C. The catalyst class is: 217. (3) Reactant: Cl[C:2]1[N:7]=[C:6]2[NH:8][N:9]=[C:10]([S:11][CH3:12])[C:5]2=[C:4]([NH:13][C:14]2[CH:19]=[CH:18][C:17]([NH:20][C:21](=[O:23])[CH3:22])=[CH:16][CH:15]=2)[N:3]=1.[O:24]1[CH2:29][CH2:28][N:27]([C:30]2[CH:36]=[CH:35][C:33]([NH2:34])=[CH:32][CH:31]=2)[CH2:26][CH2:25]1. Product: [CH3:12][S:11][C:10]1[C:5]2[C:6](=[N:7][C:2]([NH:34][C:33]3[CH:32]=[CH:31][C:30]([N:27]4[CH2:28][CH2:29][O:24][CH2:25][CH2:26]4)=[CH:36][CH:35]=3)=[N:3][C:4]=2[NH:13][C:14]2[CH:19]=[CH:18][C:17]([NH:20][C:21](=[O:23])[CH3:22])=[CH:16][CH:15]=2)[NH:8][N:9]=1. The catalyst class is: 51.